This data is from Protein-peptide binding for MDM2, ACE2, and 12ca5 with 34 validated binders. The task is: Binary Classification. Given protein and peptide amino acid sequences, predict whether they interact or not. (1) The protein target is ACE2 with sequence MSSSSWLLLSLVAVTAAQSTIEEQAKTFLDKFNHEAEDLFYQSSLASWNYNTNITEENVQNMNNAGDKWSAFLKEQSTLAQMYPLQEIQNLTVKLQLQALQQNGSSVLSEDKSKRLNTILNTMSTIYSTGKVCNPDNPQECLLLEPGLNEIMANSLDYNERLWAWESWRSEVGKQLRPLYEEYVVLKNEMARANHYEDYGDYWRGDYEVNGVDGYDYSRGQLIEDVEHTFEEIKPLYEHLHAYVRAKLMNAYPSYISPIGCLPAHLLGDMWGRFWTNLYSLTVPFGQKPNIDVTDAMVDQAWDAQRIFKEAEKFFVSVGLPNMTQGFWENSMLTDPGNVQKAVCHPTAWDLGKGDFRILMCTKVTMDDFLTAHHEMGHIQYDMAYAAQPFLLRNGANEGFHEAVGEIMSLSAATPKHLKSIGLLSPDFQEDNETEINFLLKQALTIVGTLPFTYMLEKWRWMVFKGEIPKDQWMKKWWEMKREIVGVVEPVPHDETYCDP.... The peptide is WFRLNWATNFSRK. (2) The peptide is TAFAEYWAALSPK. The protein target is MDM2 with sequence MCNTNMSVPTDGAVTTSQIPASEQETLVRPKPLLLKLLKSVGAQKDTYTMKEVLFYLGQYIMTKRLYDEKQQHIVYCSNDLLGDLFGVPSFSVKEHRKIYTMIYRNLVVVNQQESSDSGTSVSENRCHLEGGSDQKDLVQELQEEKPSSSHLVSRPSTSSRRRAISETEENSDELSGERQRKRHKSDSISLSFDESLALCVIREICCERSSSSESTGTPSNPDLDAGVSEHSGDWLDQDSVSDQFSVEFEVESLDSEDYSLSEEGQELSDEDDEVYQVTVYQAGESDTDSFEEDPEISLADYWKCTSCNEMNPPLPSHCNRCWALRENWLPEDKGKDKGEISEKAKLENSTQAEEGFDVPDCKKTIVNDSRESCVEENDDKITQASQSQESEDYSQPSTSSSIIYSSQEDVKEFEREETQDKEESVESSLPLNAIEPCVICQGRPKNGCIVHGKTGHLMACFTCAKKLKKRNKPCPVCRQPIQMIVLTYFP.